This data is from Forward reaction prediction with 1.9M reactions from USPTO patents (1976-2016). The task is: Predict the product of the given reaction. (1) Given the reactants [Cl:1][C:2]1[CH:7]=[CH:6][C:5]([C:8](O)([C:33]2[N:34]([CH3:38])[CH:35]=[N:36][CH:37]=2)[C:9]2[CH:10]=[C:11]3[C:16](=[CH:17][CH:18]=2)[N:15]([CH3:19])[C:14](=[O:20])[CH:13]=[C:12]3[C:21]2[CH:26]=[CH:25][CH:24]=[C:23]([C:27]#[C:28][C:29]([CH3:32])([CH3:31])[CH3:30])[CH:22]=2)=[CH:4][CH:3]=1.N#N.C(=O)([O-])[O-].[K+].[K+].[NH:48]1[CH:52]=[N:51][CH:50]=[N:49]1, predict the reaction product. The product is: [Cl:1][C:2]1[CH:3]=[CH:4][C:5]([C:8]([C:33]2[N:34]([CH3:38])[CH:35]=[N:36][CH:37]=2)([N:48]2[CH:52]=[N:51][CH:50]=[N:49]2)[C:9]2[CH:10]=[C:11]3[C:16](=[CH:17][CH:18]=2)[N:15]([CH3:19])[C:14](=[O:20])[CH:13]=[C:12]3[C:21]2[CH:26]=[CH:25][CH:24]=[C:23]([C:27]#[C:28][C:29]([CH3:31])([CH3:32])[CH3:30])[CH:22]=2)=[CH:6][CH:7]=1. (2) Given the reactants [F:1][C:2]1[CH:18]=[CH:17][C:5]([CH2:6][CH2:7][N:8]([C:10]2[CH:15]=[CH:14][C:13]([Cl:16])=[CH:12][CH:11]=2)N)=[CH:4][CH:3]=1.Cl.O1CCOCC1.C(O[CH:29](OCC)[CH2:30][CH2:31][CH2:32][NH:33][CH3:34])C.Cl, predict the reaction product. The product is: [F:1][C:2]1[CH:18]=[CH:17][C:5]([CH2:6][CH2:7][N:8]2[C:10]3[C:15](=[CH:14][C:13]([Cl:16])=[CH:12][CH:11]=3)[C:30]([CH2:31][CH2:32][NH:33][CH3:34])=[CH:29]2)=[CH:4][CH:3]=1. (3) Given the reactants [F:1][C:2]1[CH:7]=[CH:6][C:5]([P:8](Cl)(Cl)=[O:9])=[CH:4][CH:3]=1.[CH:12]([Mg]Br)=[CH2:13].[Cl-].[NH4+].[CH2:18]1COC[CH2:19]1, predict the reaction product. The product is: [F:1][C:2]1[CH:7]=[CH:6][C:5]([P:8](=[O:9])([CH:12]=[CH2:13])[CH:18]=[CH2:19])=[CH:4][CH:3]=1. (4) Given the reactants [Br:1][C:2]1[CH:7]=[CH:6][C:5](B(O)O)=[CH:4][CH:3]=1.C([O-])([O-])=O.[Na+].[Na+].I[C:18]1[CH:24]=[CH:23][CH:22]=[CH:21][C:19]=1[NH2:20], predict the reaction product. The product is: [Br:1][C:2]1[CH:7]=[CH:6][C:5]([C:18]2[CH:24]=[CH:23][CH:22]=[CH:21][C:19]=2[NH2:20])=[CH:4][CH:3]=1. (5) The product is: [NH2:1][C:4]1[CH:5]=[C:6]2[C:10](=[CH:11][CH:12]=1)[N:9]([C:13]1[CH:18]=[CH:17][CH:16]=[CH:15][CH:14]=1)[C:8]([C:19]([O:21][CH2:22][CH3:23])=[O:20])=[CH:7]2. Given the reactants [N+:1]([C:4]1[CH:5]=[C:6]2[C:10](=[CH:11][CH:12]=1)[N:9]([C:13]1[CH:18]=[CH:17][CH:16]=[CH:15][CH:14]=1)[C:8]([C:19]([O:21][CH2:22][CH3:23])=[O:20])=[CH:7]2)([O-])=O.C([O-])=O.[NH4+], predict the reaction product. (6) The product is: [NH2:1][C:2]([O:4][CH:5]1[CH2:10][CH2:9][CH2:8][N:7]([C:11]2[N:12]=[C:13]3[CH:30]=[C:29]([CH2:31][CH2:32][C:33]4[S:34][CH:35]=[C:36]([CH:38]([CH3:39])[CH3:40])[N:37]=4)[C:28]([F:41])=[CH:27][N:14]3[C:15](=[O:26])[C:16]=2[CH:17]=[CH:18][C:19]([OH:21])=[O:20])[CH2:6]1)=[O:3]. Given the reactants [NH2:1][C:2]([O:4][CH:5]1[CH2:10][CH2:9][CH2:8][N:7]([C:11]2[N:12]=[C:13]3[CH:30]=[C:29]([CH2:31][CH2:32][C:33]4[S:34][CH:35]=[C:36]([CH:38]([CH3:40])[CH3:39])[N:37]=4)[C:28]([F:41])=[CH:27][N:14]3[C:15](=[O:26])[C:16]=2/[CH:17]=[CH:18]/[C:19]([O:21]C(C)(C)C)=[O:20])[CH2:6]1)=[O:3], predict the reaction product. (7) Given the reactants [Br:1][C:2]1[CH:12]=[CH:11][C:5]([NH:6][CH2:7][CH:8]2[CH2:10][CH2:9]2)=[C:4]([N+:13]([O-])=O)[CH:3]=1.[Cl-].[NH4+], predict the reaction product. The product is: [Br:1][C:2]1[CH:3]=[C:4]([NH2:13])[C:5]([NH:6][CH2:7][CH:8]2[CH2:10][CH2:9]2)=[CH:11][CH:12]=1.